This data is from Full USPTO retrosynthesis dataset with 1.9M reactions from patents (1976-2016). The task is: Predict the reactants needed to synthesize the given product. (1) Given the product [C:2]([O:1][CH:2]1[CH:3]([O:4][C:5](=[O:6])[CH3:7])[CH:5]([O:6][C:9](=[O:10])[CH3:11])[CH:7]([O:8][C:24](=[O:23])[CH3:25])[CH:9]([CH2:11][O:12][C:17](=[O:18])[CH3:19])[O:10]1)(=[O:1])[CH3:3], predict the reactants needed to synthesize it. The reactants are: [O:1]=[CH:2][C@H:3]([C@H:5]([C@@H:7]([C@H:9]([CH2:11][OH:12])[OH:10])[OH:8])[OH:6])[OH:4].CC(O[C:17]([CH3:19])=[O:18])=O.C([O:23][CH2:24][CH3:25])(=O)C. (2) Given the product [C:20]([O:17][C:15]1[CH:14]=[CH:13][C:10]([CH2:11][OH:12])=[C:9]([F:8])[CH:16]=1)(=[O:21])[CH2:18][CH3:19], predict the reactants needed to synthesize it. The reactants are: CCN(CC)CC.[F:8][C:9]1[CH:16]=[C:15]([OH:17])[CH:14]=[CH:13][C:10]=1[CH2:11][OH:12].[CH2:18]([C:20](Cl)=[O:21])[CH3:19].CCOCC. (3) The reactants are: [F:1][C:2]1[CH:3]=[C:4]([NH:9][C:10]([N:12]2[C:20]3[C:15](=[CH:16][C:17]([O:25][CH3:26])=[C:18]([C:21]([F:24])([F:23])[F:22])[CH:19]=3)[CH2:14][CH2:13]2)=[O:11])[CH:5]=[C:6](I)[CH:7]=1.[CH3:27][C:28]1[CH:33]=[CH:32][N:31]=[CH:30][C:29]=1B(O)O.C(=O)([O-])[O-].[Na+].[Na+]. Given the product [F:1][C:2]1[CH:3]=[C:4]([NH:9][C:10]([N:12]2[C:20]3[C:15](=[CH:16][C:17]([O:25][CH3:26])=[C:18]([C:21]([F:24])([F:23])[F:22])[CH:19]=3)[CH2:14][CH2:13]2)=[O:11])[CH:5]=[C:6]([C:29]2[CH:30]=[N:31][CH:32]=[CH:33][C:28]=2[CH3:27])[CH:7]=1, predict the reactants needed to synthesize it. (4) Given the product [Br:1][C:2]1[S:6][C:5]([C:7]([CH:20]2[CH2:22][CH2:21]2)([OH:8])[C@H:9]2[CH2:10][CH2:11][C@H:12]([C:15]([O:17][CH2:18][CH3:19])=[O:16])[CH2:13][CH2:14]2)=[N:4][CH:3]=1, predict the reactants needed to synthesize it. The reactants are: [Br:1][C:2]1[S:6][C:5]([C:7]([C@H:9]2[CH2:14][CH2:13][C@H:12]([C:15]([O:17][CH2:18][CH3:19])=[O:16])[CH2:11][CH2:10]2)=[O:8])=[N:4][CH:3]=1.[CH:20]1([Mg]Br)[CH2:22][CH2:21]1. (5) Given the product [N+:19]([C:22]1[CH:23]=[CH:24][C:25]([C:28]2[NH:1][C:2]([C:6]3[CH:11]=[CH:10][C:9]([O:12][C:13]4[CH:18]=[CH:17][CH:16]=[CH:15][CH:14]=4)=[CH:8][CH:7]=3)=[C:3]([C:4]#[N:5])[C:30](=[O:31])[CH:29]=2)=[CH:26][CH:27]=1)([O-:21])=[O:20], predict the reactants needed to synthesize it. The reactants are: [NH2:1][C:2]([C:6]1[CH:11]=[CH:10][C:9]([O:12][C:13]2[CH:18]=[CH:17][CH:16]=[CH:15][CH:14]=2)=[CH:8][CH:7]=1)=[CH:3][C:4]#[N:5].[N+:19]([C:22]1[CH:27]=[CH:26][C:25]([C:28](=O)[CH2:29][C:30](OCC)=[O:31])=[CH:24][CH:23]=1)([O-:21])=[O:20]. (6) Given the product [CH3:26][O:27][C:28]1[C:33]([C:2]2[CH:7]=[CH:6][N:5]=[CH:4][C:3]=2[N:8]([CH3:25])[C:9](=[O:24])[C:10]2[CH:15]=[C:14]([C:16]([F:19])([F:18])[F:17])[CH:13]=[C:12]([C:20]([F:23])([F:22])[F:21])[CH:11]=2)=[CH:32][CH:31]=[C:30]([CH3:37])[N:29]=1, predict the reactants needed to synthesize it. The reactants are: Br[C:2]1[CH:7]=[CH:6][N:5]=[CH:4][C:3]=1[N:8]([CH3:25])[C:9](=[O:24])[C:10]1[CH:15]=[C:14]([C:16]([F:19])([F:18])[F:17])[CH:13]=[C:12]([C:20]([F:23])([F:22])[F:21])[CH:11]=1.[CH3:26][O:27][C:28]1[C:33](B(O)O)=[CH:32][CH:31]=[C:30]([CH3:37])[N:29]=1.